This data is from Forward reaction prediction with 1.9M reactions from USPTO patents (1976-2016). The task is: Predict the product of the given reaction. (1) Given the reactants [CH3:1][O:2][CH2:3][CH2:4][C:5]#[N:6].[ClH:7].[CH3:8][CH2:9][OH:10], predict the reaction product. The product is: [ClH:7].[CH3:1][O:2][CH2:3][CH2:4][C:5](=[NH:6])[O:10][CH2:9][CH3:8]. (2) Given the reactants [Cl:1][C:2]1[CH:3]=[N:4][C:5]2[NH:6][C:7]3[CH:8]=[N:9][CH:10]=[C:11]([CH:32]=3)[CH2:12][CH2:13][C:14]3[CH:22]=[C:18]([NH:19][C:20]=1[N:21]=2)[CH:17]=[CH:16][C:15]=3[O:23][CH2:24][C:25]([O:27]C(C)(C)C)=[O:26].O1CCOCC1, predict the reaction product. The product is: [ClH:1].[ClH:1].[Cl:1][C:2]1[CH:3]=[N:4][C:5]2[NH:6][C:7]3[CH:8]=[N:9][CH:10]=[C:11]([CH:32]=3)[CH2:12][CH2:13][C:14]3[CH:22]=[C:18]([NH:19][C:20]=1[N:21]=2)[CH:17]=[CH:16][C:15]=3[O:23][CH2:24][C:25]([OH:27])=[O:26].